Dataset: Catalyst prediction with 721,799 reactions and 888 catalyst types from USPTO. Task: Predict which catalyst facilitates the given reaction. (1) Reactant: [CH2:1]([O:3][C:4](=[O:17])/[CH:5]=[C:6](/[O:8][C:9]1[CH:14]=[C:13]([Cl:15])[CH:12]=[CH:11][C:10]=1[Cl:16])\[CH3:7])[CH3:2].[Br:18]N1C(=O)CCC1=O.C(OOC(=O)C1C=CC=CC=1)(=O)C1C=CC=CC=1. Product: [CH2:1]([O:3][C:4](=[O:17])/[CH:5]=[C:6](/[O:8][C:9]1[CH:14]=[C:13]([Cl:15])[CH:12]=[CH:11][C:10]=1[Cl:16])\[CH2:7][Br:18])[CH3:2]. The catalyst class is: 53. (2) Reactant: [CH2:1]([O:3][C:4]([C:6]1[C:11]([NH2:12])=[CH:10][CH:9]=[CH:8][N:7]=1)=[O:5])[CH3:2].[Br:13]N1C(=O)CCC1=O. Product: [CH2:1]([O:3][C:4]([C:6]1[C:11]([NH2:12])=[CH:10][CH:9]=[C:8]([Br:13])[N:7]=1)=[O:5])[CH3:2]. The catalyst class is: 10. (3) Reactant: [CH2:1]([O:3][C:4]([C:6]1[NH:7][CH:8]=[C:9]([C:25]#[N:26])[C:10]=1[C:11]1[CH:16]=[CH:15][C:14]([O:17][CH2:18][C:19]2[CH:24]=[CH:23][CH:22]=[CH:21][CH:20]=2)=[CH:13][CH:12]=1)=[O:5])[CH3:2].[C:27]([O-])([O-])=O.[K+].[K+].IC.O. Product: [CH2:1]([O:3][C:4]([C:6]1[N:7]([CH3:27])[CH:8]=[C:9]([C:25]#[N:26])[C:10]=1[C:11]1[CH:16]=[CH:15][C:14]([O:17][CH2:18][C:19]2[CH:24]=[CH:23][CH:22]=[CH:21][CH:20]=2)=[CH:13][CH:12]=1)=[O:5])[CH3:2]. The catalyst class is: 197. (4) Reactant: C1C=CC(P([C:14]2[CH:19]=[CH:18]C=CC=2)C2C=CC=CC=2)=CC=1.[SH:20][C:21]1[S:22][C:23]2[CH:29]=[CH:28][CH:27]=[CH:26][C:24]=2[N:25]=1.N([C:38]([O:40][CH:41]([CH3:43])[CH3:42])=O)=N[C:38]([O:40][CH:41]([CH3:43])[CH3:42])=O.C1C[O:47][CH2:46][CH2:45]1. Product: [CH3:14][C:19]1([CH3:18])[CH2:42][C@:41]2([O:40][CH2:38]2)[CH2:43][C@@H:46]([CH2:45][S:20][C:21]2[S:22][C:23]3[CH:29]=[CH:28][CH:27]=[CH:26][C:24]=3[N:25]=2)[O:47]1. The catalyst class is: 11.